The task is: Predict the reactants needed to synthesize the given product.. This data is from Full USPTO retrosynthesis dataset with 1.9M reactions from patents (1976-2016). (1) Given the product [OH:1][C@@:2]1([CH3:15])[CH2:6][C:5](=[O:18])[N:4]([C:7]([O:9][C:10]([CH3:13])([CH3:12])[CH3:11])=[O:8])[C@H:3]1[CH3:14], predict the reactants needed to synthesize it. The reactants are: [OH:1][C@@:2]1([CH3:15])[CH2:6][CH2:5][N:4]([C:7]([O:9][C:10]([CH3:13])([CH3:12])[CH3:11])=[O:8])[C@H:3]1[CH3:14].O.I([O-])(=O)(=O)=[O:18].[Na+]. (2) Given the product [OH:9][C:10]1[C:18]([C:19]([F:21])([F:20])[F:22])=[CH:17][C:13]([C:14]([OH:16])=[O:15])=[CH:12][N:11]=1, predict the reactants needed to synthesize it. The reactants are: C[Si](Cl)(C)C.[I-].[K+].C[O:9][C:10]1[C:18]([C:19]([F:22])([F:21])[F:20])=[CH:17][C:13]([C:14]([OH:16])=[O:15])=[CH:12][N:11]=1. (3) Given the product [Cl:1][C:2]1[N:6]2[C:7]([N:29]3[CH2:30][CH2:31][N:26]([CH3:25])[CH2:27][CH2:28]3)=[CH:8][CH:9]=[CH:10][C:5]2=[N:4][C:3]=1[CH2:12][N:13]([CH3:24])[C@@H:14]1[C:23]2[N:22]=[CH:21][CH:20]=[CH:19][C:18]=2[CH2:17][CH2:16][CH2:15]1, predict the reactants needed to synthesize it. The reactants are: [Cl:1][C:2]1[N:6]2[C:7](F)=[CH:8][CH:9]=[CH:10][C:5]2=[N:4][C:3]=1[CH2:12][N:13]([CH3:24])[C@@H:14]1[C:23]2[N:22]=[CH:21][CH:20]=[CH:19][C:18]=2[CH2:17][CH2:16][CH2:15]1.[CH3:25][N:26]1[CH2:31][CH2:30][NH:29][CH2:28][CH2:27]1.